This data is from Catalyst prediction with 721,799 reactions and 888 catalyst types from USPTO. The task is: Predict which catalyst facilitates the given reaction. (1) Reactant: [C:1]([CH2:3][C:4]1[C:12]2[C:7](=[CH:8][CH:9]=[CH:10][CH:11]=2)[NH:6][CH:5]=1)#[N:2].[O-]CC.[Na+].[Br:17][C:18]1[CH:19]=[N:20][CH:21]=[C:22]([CH:24]=O)[CH:23]=1. Product: [Br:17][C:18]1[CH:23]=[C:22](/[CH:24]=[C:3](/[C:4]2[C:12]3[C:7](=[CH:8][CH:9]=[CH:10][CH:11]=3)[NH:6][CH:5]=2)\[C:1]#[N:2])[CH:21]=[N:20][CH:19]=1. The catalyst class is: 8. (2) Reactant: [Li][CH2:2]CCC.[CH2:6]([O:13][C:14]1[C:19]([C:20]2[CH:25]=[CH:24][CH:23]=[CH:22][N:21]=2)=[CH:18][CH:17]=[CH:16][C:15]=1[C:26]([C:28]1[CH:33]=[CH:32][CH:31]=[CH:30][CH:29]=1)=O)[C:7]1[CH:12]=[CH:11][CH:10]=[CH:9][CH:8]=1. Product: [CH2:6]([O:13][C:14]1[C:15]([C:26]([C:28]2[CH:33]=[CH:32][CH:31]=[CH:30][CH:29]=2)=[CH2:2])=[CH:16][CH:17]=[CH:18][C:19]=1[C:20]1[CH:25]=[CH:24][CH:23]=[CH:22][N:21]=1)[C:7]1[CH:12]=[CH:11][CH:10]=[CH:9][CH:8]=1. The catalyst class is: 307. (3) Reactant: C([O:3][C:4](=[O:28])[CH2:5][CH2:6][N:7]1[C:16]2[C:11](=[CH:12][C:13]([O:17][CH2:18][C:19]3[CH:24]=[CH:23][C:22]([O:25][CH3:26])=[CH:21][CH:20]=3)=[CH:14][CH:15]=2)[CH2:10][CH2:9][C:8]1=[O:27])C.[OH-].[Na+]. Product: [CH3:26][O:25][C:22]1[CH:21]=[CH:20][C:19]([CH2:18][O:17][C:13]2[CH:12]=[C:11]3[C:16](=[CH:15][CH:14]=2)[N:7]([CH2:6][CH2:5][C:4]([OH:28])=[O:3])[C:8](=[O:27])[CH2:9][CH2:10]3)=[CH:24][CH:23]=1. The catalyst class is: 14. (4) Reactant: [B-](F)(F)(F)F.CN(C(ON1C(=O)CCC1=O)=[N+](C)C)C.[OH:21][CH:22]([C:24]1[CH:25]=[C:26]([C:41]([OH:43])=O)[CH:27]=[C:28]2[C:33]=1[O:32][C:31]([N:34]1[CH2:39][CH2:38][O:37][CH2:36][CH2:35]1)=[CH:30][C:29]2=[O:40])[CH3:23].CCN(C(C)C)C(C)C.[CH3:53][N:54]([CH3:58])[CH2:55][CH2:56][NH2:57]. Product: [CH3:53][N:54]([CH3:58])[CH2:55][CH2:56][NH:57][C:41]([C:26]1[CH:27]=[C:28]2[C:33](=[C:24]([CH:22]([OH:21])[CH3:23])[CH:25]=1)[O:32][C:31]([N:34]1[CH2:39][CH2:38][O:37][CH2:36][CH2:35]1)=[CH:30][C:29]2=[O:40])=[O:43]. The catalyst class is: 2. (5) Reactant: [C:1]([O:5][C:6]([NH:8][C@H:9]1[CH2:14][CH2:13][C@@H:12]([CH2:15]O)[CH2:11][CH2:10]1)=[O:7])([CH3:4])([CH3:3])[CH3:2].C1(P(C2C=CC=CC=2)C2C=CC=CC=2)C=CC=CC=1.[C:36]1(=[O:46])[NH:40][C:39](=[O:41])[C:38]2=[CH:42][CH:43]=[CH:44][CH:45]=[C:37]12.N(C(OC(C)C)=O)=NC(OC(C)C)=O. Product: [C:1]([O:5][C:6]([NH:8][C@H:9]1[CH2:10][CH2:11][C@@H:12]([CH2:15][N:40]2[C:39](=[O:41])[C:38]3[CH:42]=[CH:43][CH:44]=[CH:45][C:37]=3[C:36]2=[O:46])[CH2:13][CH2:14]1)=[O:7])([CH3:2])([CH3:3])[CH3:4]. The catalyst class is: 1. (6) Reactant: [CH3:1]C(C)([O-])C.[K+].[CH3:7][CH2:8][C:9]([C:11]1[CH:16]=[CH:15][C:14]([C:17]([F:20])([F:19])[F:18])=[CH:13][CH:12]=1)=O. Product: [CH2:1]=[C:9]([C:11]1[CH:16]=[CH:15][C:14]([C:17]([F:20])([F:19])[F:18])=[CH:13][CH:12]=1)[CH2:8][CH3:7]. The catalyst class is: 307. (7) Product: [Br:18][C:16]1[CH:15]=[CH:14][C:13]([F:19])=[C:12]([C:7]([NH:6][C:3](=[O:4])[CH2:2][Cl:1])([CH2:8][OH:9])[CH2:10][OH:11])[CH:17]=1. Reactant: [Cl:1][CH2:2][C:3](Cl)=[O:4].[NH2:6][C:7]([C:12]1[CH:17]=[C:16]([Br:18])[CH:15]=[CH:14][C:13]=1[F:19])([CH2:10][OH:11])[CH2:8][OH:9].C([O-])([O-])=O.[K+].[K+].CO. The catalyst class is: 10.